From a dataset of Catalyst prediction with 721,799 reactions and 888 catalyst types from USPTO. Predict which catalyst facilitates the given reaction. (1) Reactant: [F:1][C:2]([F:36])([F:35])[C:3]1[CH:4]=[C:5]([C@H:13]([O:15][C@@H:16]2[C@@H:23]([C:24]3[CH:29]=[CH:28][C:27]([F:30])=[CH:26][CH:25]=3)[C@H:22]3[N:18]([C:19](=[O:34])[C:20]([CH3:33])([CH:31]=O)[CH2:21]3)[CH2:17]2)[CH3:14])[CH:6]=[C:7]([C:9]([F:12])([F:11])[F:10])[CH:8]=1.[CH2:37]([NH2:44])[C:38]1[CH:43]=[CH:42][CH:41]=[CH:40][CH:39]=1.C(O[BH-](OC(=O)C)OC(=O)C)(=O)C.[Na+]. Product: [CH2:37]([NH:44][CH2:31][C:20]1([CH3:33])[C:19](=[O:34])[N:18]2[C@H:22]([C@H:23]([C:24]3[CH:25]=[CH:26][C:27]([F:30])=[CH:28][CH:29]=3)[C@@H:16]([O:15][C@@H:13]([C:5]3[CH:4]=[C:3]([C:2]([F:1])([F:35])[F:36])[CH:8]=[C:7]([C:9]([F:12])([F:11])[F:10])[CH:6]=3)[CH3:14])[CH2:17]2)[CH2:21]1)[C:38]1[CH:43]=[CH:42][CH:41]=[CH:40][CH:39]=1. The catalyst class is: 4. (2) Reactant: [C:1]1([S:7]([N:10]2[C:14]3=[CH:15][N:16]=[CH:17][C:18]([Br:19])=[C:13]3[CH:12]=[CH:11]2)(=[O:9])=[O:8])[CH:6]=[CH:5][CH:4]=[CH:3][CH:2]=1.[CH:20]([N-]C(C)C)(C)C.[Li+].CI. Product: [C:1]1([S:7]([N:10]2[C:14]3=[CH:15][N:16]=[CH:17][C:18]([Br:19])=[C:13]3[CH:12]=[C:11]2[CH3:20])(=[O:9])=[O:8])[CH:2]=[CH:3][CH:4]=[CH:5][CH:6]=1. The catalyst class is: 1. (3) The catalyst class is: 1. Reactant: C(OP([CH2:9][C:10]([O:12][CH2:13][CH3:14])=[O:11])(OCC)=O)C.[H-].[Na+].O=[C:18]1[CH2:21][N:20]([C:22]([O:24][C:25]([CH3:28])([CH3:27])[CH3:26])=[O:23])[CH2:19]1. Product: [CH2:13]([O:12][C:10](=[O:11])[CH:9]=[C:18]1[CH2:19][N:20]([C:22]([O:24][C:25]([CH3:28])([CH3:27])[CH3:26])=[O:23])[CH2:21]1)[CH3:14]. (4) Product: [Br:11][C:6]1[C:5]2[S:1][CH:2]=[N:3][C:4]=2[CH:9]=[CH:8][C:7]=1[NH2:10]. The catalyst class is: 22. Reactant: [S:1]1[C:5]2[CH:6]=[C:7]([NH2:10])[CH:8]=[CH:9][C:4]=2[N:3]=[CH:2]1.[Br:11]Br. (5) The catalyst class is: 395. Reactant: Cl[CH:2]([CH:16]1[CH2:21][CH2:20][CH2:19][CH2:18][CH2:17]1)[C:3]1[CH:4]=[C:5]([C:9]2[CH:10]=[CH:11][C:12]([F:15])=[N:13][CH:14]=2)[O:6][C:7]=1[CH3:8].[NH2:22][C:23]1[CH:28]=[CH:27][C:26]([C:29]([N:31]([CH3:39])[CH2:32][CH2:33][C:34]([O:36]CC)=[O:35])=[O:30])=[CH:25][CH:24]=1.C(=O)([O-])[O-].[Na+].[Na+].[I-].[Na+]. Product: [CH:16]1([CH:2]([NH:22][C:23]2[CH:24]=[CH:25][C:26]([C:29]([N:31]([CH3:39])[CH2:32][CH2:33][C:34]([OH:36])=[O:35])=[O:30])=[CH:27][CH:28]=2)[C:3]2[CH:4]=[C:5]([C:9]3[CH:14]=[N:13][C:12]([F:15])=[CH:11][CH:10]=3)[O:6][C:7]=2[CH3:8])[CH2:21][CH2:20][CH2:19][CH2:18][CH2:17]1. (6) Product: [Cl:1][CH2:2][CH2:3][CH2:4][S:5]([N:28]1[CH2:29][CH2:30][CH:25]([NH:24][C:20]2[N:19]=[C:18]([C:13]3[N:14]([CH:15]([CH3:17])[CH3:16])[C:10]([CH3:9])=[N:11][CH:12]=3)[CH:23]=[CH:22][N:21]=2)[CH2:26][CH2:27]1)(=[O:7])=[O:6]. The catalyst class is: 2. Reactant: [Cl:1][CH2:2][CH2:3][CH2:4][S:5](Cl)(=[O:7])=[O:6].[CH3:9][C:10]1[N:14]([CH:15]([CH3:17])[CH3:16])[C:13]([C:18]2[CH:23]=[CH:22][N:21]=[C:20]([NH:24][CH:25]3[CH2:30][CH2:29][NH:28][CH2:27][CH2:26]3)[N:19]=2)=[CH:12][N:11]=1. (7) Reactant: [NH2:1][C:2]1[N:7]=[CH:6][N:5]=[C:4]2[N:8]([C@@H:12]3[CH2:17][CH2:16][CH2:15][N:14]([C:18]([O:20][C:21]([CH3:24])([CH3:23])[CH3:22])=[O:19])[CH2:13]3)[N:9]=[C:10](I)[C:3]=12.[F:25][C:26]1[CH:47]=[CH:46][CH:45]=[C:44]([F:48])[C:27]=1[O:28][C:29]1[CH:34]=[CH:33][C:32](B2OC(C)(C)C(C)(C)O2)=[CH:31][CH:30]=1.C(=O)([O-])[O-].[Na+].[Na+]. Product: [NH2:1][C:2]1[N:7]=[CH:6][N:5]=[C:4]2[N:8]([C@@H:12]3[CH2:17][CH2:16][CH2:15][N:14]([C:18]([O:20][C:21]([CH3:24])([CH3:23])[CH3:22])=[O:19])[CH2:13]3)[N:9]=[C:10]([C:32]3[CH:31]=[CH:30][C:29]([O:28][C:27]4[C:44]([F:48])=[CH:45][CH:46]=[CH:47][C:26]=4[F:25])=[CH:34][CH:33]=3)[C:3]=12. The catalyst class is: 70. (8) Reactant: [CH2:1]([O:3][CH:4]([O:15][CH2:16][CH3:17])[C:5]1[CH:10]=[CH:9][C:8]([CH2:11][CH2:12][CH2:13][OH:14])=[CH:7][CH:6]=1)[CH3:2].[H-].[Na+].[CH2:20](Br)[C:21]1[CH:26]=[CH:25][CH:24]=[CH:23][CH:22]=1.O. Product: [CH2:16]([O:15][CH:4]([O:3][CH2:1][CH3:2])[C:5]1[CH:10]=[CH:9][C:8]([CH2:11][CH2:12][CH2:13][O:14][CH2:20][C:21]2[CH:26]=[CH:25][CH:24]=[CH:23][CH:22]=2)=[CH:7][CH:6]=1)[CH3:17]. The catalyst class is: 9. (9) Reactant: [NH:1]1[CH2:7][C:5](=[O:6])[NH:4][C:2]1=[O:3].N1CCCCC1.[CH:14]1([NH:17][C:18]2[N:23]3[N:24]=[CH:25][C:26]([CH:27]=O)=[C:22]3[N:21]=[C:20]([NH:29][C:30]3[CH:35]=[CH:34][CH:33]=[C:32]([F:36])[CH:31]=3)[CH:19]=2)[CH2:16][CH2:15]1. Product: [CH:14]1([NH:17][C:18]2[N:23]3[N:24]=[CH:25][C:26](/[CH:27]=[C:7]4/[C:5](=[O:6])[NH:4][C:2](=[O:3])[NH:1]/4)=[C:22]3[N:21]=[C:20]([NH:29][C:30]3[CH:35]=[CH:34][CH:33]=[C:32]([F:36])[CH:31]=3)[CH:19]=2)[CH2:16][CH2:15]1. The catalyst class is: 40. (10) Reactant: [C:1]([O:5][C:6](=[N:29][NH:30][C:31]([NH2:33])=[O:32])[CH2:7][CH:8]([NH:11]C(OCC1C2CC3C(=CC=CC=3)C=2C=CC=1)=O)[CH:9]=[O:10])([CH3:4])([CH3:3])[CH3:2].C(NCC)C. Product: [C:1]([O:5][C:6](=[N:29][NH:30][C:31]([NH2:33])=[O:32])[CH2:7][CH:8]([NH2:11])[CH:9]=[O:10])([CH3:4])([CH3:2])[CH3:3]. The catalyst class is: 10.